This data is from Full USPTO retrosynthesis dataset with 1.9M reactions from patents (1976-2016). The task is: Predict the reactants needed to synthesize the given product. (1) Given the product [OH:35][C:36]([CH3:42])([CH3:41])[CH2:37][C:38]([NH:3][CH2:4][CH2:5][N:6]1[C:14]2[C:13]([NH:15][C:16]3[CH:21]=[CH:20][C:19]([O:22][C:23]4[CH:28]=[CH:27][CH:26]=[C:25]([O:29][CH2:30][CH:31]([CH3:32])[CH3:33])[CH:24]=4)=[C:18]([CH3:34])[CH:17]=3)=[N:12][CH:11]=[N:10][C:9]=2[CH:8]=[CH:7]1)=[O:39], predict the reactants needed to synthesize it. The reactants are: Cl.Cl.[NH2:3][CH2:4][CH2:5][N:6]1[C:14]2[C:13]([NH:15][C:16]3[CH:21]=[CH:20][C:19]([O:22][C:23]4[CH:28]=[CH:27][CH:26]=[C:25]([O:29][CH2:30][CH:31]([CH3:33])[CH3:32])[CH:24]=4)=[C:18]([CH3:34])[CH:17]=3)=[N:12][CH:11]=[N:10][C:9]=2[CH:8]=[CH:7]1.[OH:35][C:36]([CH3:42])([CH3:41])[CH2:37][C:38](O)=[O:39].ON1C2C=CC=CC=2N=N1.Cl.C(N=C=NCCCN(C)C)C. (2) Given the product [Br:5][C:6]1[CH:7]=[CH:8][C:9]([Cl:15])=[C:10]([C:11]([C:25]2[S:24][C:23]([C:20]3[CH:21]=[CH:22][C:17]([F:16])=[CH:18][CH:19]=3)=[CH:27][CH:26]=2)=[O:12])[CH:14]=1, predict the reactants needed to synthesize it. The reactants are: [Al+3].[Cl-].[Cl-].[Cl-].[Br:5][C:6]1[CH:7]=[CH:8][C:9]([Cl:15])=[C:10]([CH:14]=1)[C:11](Cl)=[O:12].[F:16][C:17]1[CH:22]=[CH:21][C:20]([C:23]2[S:24][CH:25]=[CH:26][CH:27]=2)=[CH:19][CH:18]=1. (3) Given the product [CH3:1][CH2:2][CH2:3][CH2:4]/[CH:5]=[CH:6]\[CH2:7][CH2:8][CH2:9][CH2:10][CH2:11][CH2:12][CH2:13][CH2:14][CH2:15][CH3:16], predict the reactants needed to synthesize it. The reactants are: [CH2:1]=[CH:2][CH2:3][CH2:4][CH2:5][CH3:6].[CH2:7]=[CH:8][CH2:9][CH2:10][CH2:11][CH2:12][CH2:13][CH2:14][CH2:15][CH2:16]CC. (4) Given the product [CH3:6][C:7]1[S:8][C:9]([Sn:22]([CH2:23][CH2:24][CH2:25][CH3:26])([CH2:27][CH2:28][CH2:29][CH3:30])[CH2:18][CH2:19][CH2:20][CH3:21])=[C:10]([C:12]2[CH:13]=[CH:14][CH:15]=[CH:16][CH:17]=2)[N:11]=1, predict the reactants needed to synthesize it. The reactants are: C([Li])CCC.[CH3:6][C:7]1[S:8][CH:9]=[C:10]([C:12]2[CH:17]=[CH:16][CH:15]=[CH:14][CH:13]=2)[N:11]=1.[CH2:18]([Sn:22](Cl)([CH2:27][CH2:28][CH2:29][CH3:30])[CH2:23][CH2:24][CH2:25][CH3:26])[CH2:19][CH2:20][CH3:21]. (5) Given the product [Cl:1][C:2]1[CH:9]=[CH:8][C:5]([CH:6]=[O:7])=[C:4]([N:22]2[CH2:21][CH2:20][CH:19]([C:17]([N:12]3[CH2:16][CH2:15][CH2:14][CH2:13]3)=[O:18])[CH2:24][CH2:23]2)[CH:3]=1, predict the reactants needed to synthesize it. The reactants are: [Cl:1][C:2]1[CH:9]=[CH:8][C:5]([CH:6]=[O:7])=[C:4](F)[CH:3]=1.Cl.[N:12]1([C:17]([CH:19]2[CH2:24][CH2:23][NH:22][CH2:21][CH2:20]2)=[O:18])[CH2:16][CH2:15][CH2:14][CH2:13]1.C([O-])([O-])=O.[K+].[K+].CS(C)=O. (6) Given the product [Cl:1][C:2]1[CH:3]=[CH:4][C:5]([C:6]([NH:8][C:9]2[S:10][CH:11]=[C:12]([CH2:14][C:15]([N:27]3[CH2:26][CH2:25][N:24]([CH2:23][C:22](=[O:30])[N:21]([CH3:20])[CH3:31])[CH2:29][CH2:28]3)=[O:17])[N:13]=2)=[O:7])=[CH:18][CH:19]=1, predict the reactants needed to synthesize it. The reactants are: [Cl:1][C:2]1[CH:19]=[CH:18][C:5]([C:6]([NH:8][C:9]2[S:10][CH:11]=[C:12]([CH2:14][C:15]([OH:17])=O)[N:13]=2)=[O:7])=[CH:4][CH:3]=1.[CH3:20][N:21]([CH3:31])[C:22](=[O:30])[CH2:23][N:24]1[CH2:29][CH2:28][NH:27][CH2:26][CH2:25]1.